From a dataset of NCI-60 drug combinations with 297,098 pairs across 59 cell lines. Regression. Given two drug SMILES strings and cell line genomic features, predict the synergy score measuring deviation from expected non-interaction effect. (1) Drug 1: CC1=C2C(C(=O)C3(C(CC4C(C3C(C(C2(C)C)(CC1OC(=O)C(C(C5=CC=CC=C5)NC(=O)OC(C)(C)C)O)O)OC(=O)C6=CC=CC=C6)(CO4)OC(=O)C)OC)C)OC. Drug 2: C1=CC(=CC=C1CCCC(=O)O)N(CCCl)CCCl. Cell line: HOP-92. Synergy scores: CSS=43.4, Synergy_ZIP=-3.60, Synergy_Bliss=-1.13, Synergy_Loewe=6.70, Synergy_HSA=8.37. (2) Drug 1: CS(=O)(=O)C1=CC(=C(C=C1)C(=O)NC2=CC(=C(C=C2)Cl)C3=CC=CC=N3)Cl. Drug 2: CCC1(C2=C(COC1=O)C(=O)N3CC4=CC5=C(C=CC(=C5CN(C)C)O)N=C4C3=C2)O.Cl. Cell line: OVCAR3. Synergy scores: CSS=31.8, Synergy_ZIP=-5.63, Synergy_Bliss=-1.73, Synergy_Loewe=-29.4, Synergy_HSA=-1.82. (3) Cell line: 786-0. Synergy scores: CSS=11.3, Synergy_ZIP=-0.417, Synergy_Bliss=5.75, Synergy_Loewe=-4.21, Synergy_HSA=5.22. Drug 1: CNC(=O)C1=CC=CC=C1SC2=CC3=C(C=C2)C(=NN3)C=CC4=CC=CC=N4. Drug 2: CN(CCCl)CCCl.Cl. (4) Drug 1: C1=CC(=C2C(=C1NCCNCCO)C(=O)C3=C(C=CC(=C3C2=O)O)O)NCCNCCO. Drug 2: CN(CCCl)CCCl.Cl. Cell line: SNB-19. Synergy scores: CSS=48.7, Synergy_ZIP=2.06, Synergy_Bliss=3.41, Synergy_Loewe=-11.6, Synergy_HSA=5.03.